Task: Predict the product of the given reaction.. Dataset: Forward reaction prediction with 1.9M reactions from USPTO patents (1976-2016) Given the reactants Br[C:2]1[C:7](=[O:8])[N:6]([CH2:9][C:10]2[CH:15]=[CH:14][C:13]([C:16]3[C:17]([C:22]#[N:23])=[CH:18][CH:19]=[CH:20][CH:21]=3)=[CH:12][CH:11]=2)[C:5]([CH2:24][CH2:25][CH3:26])=[N:4][C:3]=1[CH2:27][CH3:28].[Si:29]([O:36][CH2:37][C:38]([CH3:50])([CH3:49])[O:39][C:40]1[CH:45]=[CH:44][C:43](B(O)O)=[CH:42][CH:41]=1)([C:32]([CH3:35])([CH3:34])[CH3:33])([CH3:31])[CH3:30].C(=O)([O-])[O-].[Cs+].[Cs+].O1CCOCC1, predict the reaction product. The product is: [Si:29]([O:36][CH2:37][C:38]([CH3:50])([CH3:49])[O:39][C:40]1[CH:41]=[CH:42][C:43]([C:2]2[C:7](=[O:8])[N:6]([CH2:9][C:10]3[CH:15]=[CH:14][C:13]([C:16]4[C:17]([C:22]#[N:23])=[CH:18][CH:19]=[CH:20][CH:21]=4)=[CH:12][CH:11]=3)[C:5]([CH2:24][CH2:25][CH3:26])=[N:4][C:3]=2[CH2:27][CH3:28])=[CH:44][CH:45]=1)([C:32]([CH3:35])([CH3:34])[CH3:33])([CH3:31])[CH3:30].